This data is from TCR-epitope binding with 47,182 pairs between 192 epitopes and 23,139 TCRs. The task is: Binary Classification. Given a T-cell receptor sequence (or CDR3 region) and an epitope sequence, predict whether binding occurs between them. (1) The epitope is GTHWFVTQR. The TCR CDR3 sequence is CASSLNRGAREKLFF. Result: 0 (the TCR does not bind to the epitope). (2) The epitope is GILGFVFTL. The TCR CDR3 sequence is CASSSRAVDEQYF. Result: 1 (the TCR binds to the epitope). (3) Result: 1 (the TCR binds to the epitope). The TCR CDR3 sequence is CSARDTSGRAMDEQFF. The epitope is GILGFVFTL. (4) The epitope is YLKLTDNVYIK. The TCR CDR3 sequence is CASSQVLGGGLNEQYF. Result: 0 (the TCR does not bind to the epitope). (5) The epitope is LPRRSGAAGA. The TCR CDR3 sequence is CSVPGAGRYNEQFF. Result: 1 (the TCR binds to the epitope). (6) The epitope is TPQDLNTML. The TCR CDR3 sequence is CASSQAGTSYEQYF. Result: 0 (the TCR does not bind to the epitope). (7) The epitope is ISPRTLNAW. The TCR CDR3 sequence is CASSQWRLLGQGSTGELFF. Result: 0 (the TCR does not bind to the epitope). (8) The epitope is LLQTGIHVRVSQPSL. The TCR CDR3 sequence is CASSRGTGGRETQYF. Result: 1 (the TCR binds to the epitope). (9) The epitope is KAYNVTQAF. The TCR CDR3 sequence is CASSSGQPDQPQHF. Result: 1 (the TCR binds to the epitope).